Predict the product of the given reaction. From a dataset of Forward reaction prediction with 1.9M reactions from USPTO patents (1976-2016). (1) Given the reactants [C:1]([O:4][C:5](=[O:7])[CH3:6])(=O)[CH3:2].OCC[CH2:11][NH:12][C:13]([NH:15][C:16]1[S:20][N:19]=[C:18]([C:21]2[CH:26]=[CH:25][C:24]([N+:27]([O-:29])=[O:28])=[CH:23][CH:22]=2)[C:17]=1[C:30]([NH2:32])=[O:31])=[O:14], predict the reaction product. The product is: [C:5]([O:4][CH2:1][CH2:2][CH2:11][NH:12][C:13]([NH:15][C:16]1[S:20][N:19]=[C:18]([C:21]2[CH:22]=[CH:23][C:24]([N+:27]([O-:29])=[O:28])=[CH:25][CH:26]=2)[C:17]=1[C:30]([NH2:32])=[O:31])=[O:14])(=[O:7])[CH3:6]. (2) Given the reactants ClC(Cl)(Cl)[C:3]([C:5]1[N:14]2[C:8]([CH2:9][N:10]([C:19]([C:21]3[CH:26]=[CH:25][C:24]([C:27]4[CH:32]=[CH:31][CH:30]=[CH:29][C:28]=4[CH3:33])=[C:23]([O:34][CH3:35])[CH:22]=3)=[O:20])[C:11]3[CH:18]=[CH:17][CH:16]=[CH:15][C:12]=3[CH2:13]2)=[CH:7][CH:6]=1)=[O:4].[C:38]1([CH2:44][CH2:45][CH2:46][NH2:47])[CH:43]=[CH:42][CH:41]=[CH:40][CH:39]=1, predict the reaction product. The product is: [CH3:35][O:34][C:23]1[CH:22]=[C:21]([C:19]([N:10]2[C:11]3[CH:18]=[CH:17][CH:16]=[CH:15][C:12]=3[CH2:13][N:14]3[C:5]([C:3]([NH:47][CH2:46][CH2:45][CH2:44][C:38]4[CH:43]=[CH:42][CH:41]=[CH:40][CH:39]=4)=[O:4])=[CH:6][CH:7]=[C:8]3[CH2:9]2)=[O:20])[CH:26]=[CH:25][C:24]=1[C:27]1[CH:32]=[CH:31][CH:30]=[CH:29][C:28]=1[CH3:33]. (3) Given the reactants [N-:1]=[N+]=[N-].[Na+].[F:5][C:6]1[CH:7]=[C:8]2[C:12](=[CH:13][CH:14]=1)[C:11](=[O:15])[CH2:10][CH2:9]2.CS(O)(=O)=O.[OH-].[Na+], predict the reaction product. The product is: [F:5][C:6]1[CH:7]=[C:8]2[C:12](=[CH:13][CH:14]=1)[C:11](=[O:15])[NH:1][CH2:10][CH2:9]2. (4) Given the reactants [C:1]1([NH2:8])[CH:6]=[CH:5][CH:4]=[CH:3][C:2]=1[NH2:7].F[P-](F)(F)(F)(F)F.S1(O[P+](N(C)C)(N(C)C)N(C)C)C2C=CC=CC=2N=C1.C(N(CC)CC)C.[Br:43][C:44]1[C:45]([CH3:63])=[C:46]([CH:60]=[CH:61][CH:62]=1)[C:47]([NH:49][CH2:50][C:51]1[CH:59]=[CH:58][C:54]([C:55]([O-])=[O:56])=[CH:53][CH:52]=1)=[O:48], predict the reaction product. The product is: [NH2:7][C:2]1[CH:3]=[CH:4][CH:5]=[CH:6][C:1]=1[NH:8][C:55](=[O:56])[C:54]1[CH:58]=[CH:59][C:51]([CH2:50][NH:49][C:47](=[O:48])[C:46]2[CH:60]=[CH:61][CH:62]=[C:44]([Br:43])[C:45]=2[CH3:63])=[CH:52][CH:53]=1. (5) Given the reactants [CH3:1][C:2]1[C:3]([C:10]#[N:11])=[C:4]([NH:8][CH3:9])[S:5][C:6]=1[CH3:7].[C:12]([N:20]=[C:21]=[O:22])(=[O:19])[C:13]1[CH:18]=[CH:17][CH:16]=[CH:15][CH:14]=1, predict the reaction product. The product is: [C:10]([C:3]1[C:2]([CH3:1])=[C:6]([CH3:7])[S:5][C:4]=1[N:8]([CH3:9])[C:21]([NH:20][C:12](=[O:19])[C:13]1[CH:18]=[CH:17][CH:16]=[CH:15][CH:14]=1)=[O:22])#[N:11]. (6) Given the reactants [NH:1]1[CH:5]=[CH:4][C:3](C(O)=O)=[N:2]1.CCN(C(C)C)C(C)C.CN([C:21]([O:25]N1N=NC2C=CC=NC1=2)=[N+](C)C)C.F[P-](F)(F)(F)(F)F.[C:42]([C:44]1[CH:49]=[CH:48][N:47]=[C:46]([C:50]([NH:52][C:53]2[CH:54]=[C:55]3[C:59](=[CH:60][CH:61]=2)[N:58]([CH3:62])[CH:57]=[C:56]3[CH:63]2[CH2:68][CH2:67][CH2:66][NH:65][CH2:64]2)=[O:51])[CH:45]=1)#[N:43], predict the reaction product. The product is: [NH:2]1[CH:3]=[C:4]([C:21]([N:65]2[CH2:66][CH2:67][CH2:68][CH:63]([C:56]3[C:55]4[C:59](=[CH:60][CH:61]=[C:53]([NH:52][C:50](=[O:51])[C:46]5[CH:45]=[C:44]([C:42]#[N:43])[CH:49]=[CH:48][N:47]=5)[CH:54]=4)[N:58]([CH3:62])[CH:57]=3)[CH2:64]2)=[O:25])[CH:5]=[N:1]1. (7) The product is: [Cl:1][C:2]1[N:3]=[CH:4][C:5]2[CH:15]=[C:14]([C:16]3[CH:17]=[N:18][NH:19][CH:20]=3)[NH:8][C:6]=2[CH:7]=1. Given the reactants [Cl:1][C:2]1[CH:7]=[C:6]([NH:8]S(C)(=O)=O)[C:5](I)=[CH:4][N:3]=1.[C:14]([C:16]1[CH:17]=[N:18][N:19](C(OC(C)(C)C)=O)[CH:20]=1)#[CH:15].C(N(CC)CC)C.C1CCN2C(=NCCC2)CC1.[NH4+].[Cl-], predict the reaction product.